Dataset: Catalyst prediction with 721,799 reactions and 888 catalyst types from USPTO. Task: Predict which catalyst facilitates the given reaction. (1) Reactant: [CH3:1][S:2]([C:5]1[CH:10]=[CH:9][C:8]([C:11]2[N:16]=[CH:15][C:14]([O:17][CH:18]([CH:20]3[CH2:25][CH2:24][N:23](C(OCC4C=CC=CC=4)=O)[CH2:22][CH2:21]3)[CH3:19])=[CH:13][CH:12]=2)=[CH:7][CH:6]=1)(=[O:4])=[O:3]. Product: [CH3:1][S:2]([C:5]1[CH:10]=[CH:9][C:8]([C:11]2[CH:12]=[CH:13][C:14]([O:17][CH:18]([CH:20]3[CH2:25][CH2:24][NH:23][CH2:22][CH2:21]3)[CH3:19])=[CH:15][N:16]=2)=[CH:7][CH:6]=1)(=[O:3])=[O:4]. The catalyst class is: 403. (2) Reactant: [C:1]([O:7][CH2:8][CH3:9])(=[O:6])[CH2:2][C:3]([CH3:5])=[O:4]. Product: [OH:4][C@H:3]([CH3:5])[CH2:2][C:1]([O:7][CH2:8][CH3:9])=[O:6]. The catalyst class is: 8. (3) Reactant: [OH:1][C:2]1[C:9]([O:10][CH2:11][CH2:12][CH3:13])=[CH:8][C:5]([CH:6]=O)=[CH:4][C:3]=1[N+:14]([O-:16])=[O:15].[C:17]1([C:23](=O)[CH2:24][C:25]2[CH:30]=[CH:29][CH:28]=[CH:27][CH:26]=2)[CH:22]=[CH:21][CH:20]=[CH:19][CH:18]=1.[NH2:32][C:33]([NH2:35])=[O:34].Cl. Product: [OH:1][C:2]1[C:9]([O:10][CH2:11][CH2:12][CH3:13])=[CH:8][C:5]([CH:6]2[C:24]([C:25]3[CH:30]=[CH:29][CH:28]=[CH:27][CH:26]=3)=[C:23]([C:17]3[CH:22]=[CH:21][CH:20]=[CH:19][CH:18]=3)[NH:35][C:33](=[O:34])[NH:32]2)=[CH:4][C:3]=1[N+:14]([O-:16])=[O:15]. The catalyst class is: 8. (4) Reactant: [CH3:1][CH:2]([CH2:5][CH2:6][CH2:7][CH2:8][CH2:9][CH2:10][CH2:11][CH2:12][CH3:13])[CH:3]=[O:4].[CH2:14]([OH:26])[CH2:15][O:16][CH2:17][CH2:18][O:19][CH2:20][CH2:21][O:22][CH2:23][CH2:24][OH:25]. Product: [CH3:1][CH:2]([CH2:5][CH2:6][CH2:7][CH2:8][CH2:9][CH2:10][CH2:11][CH2:12][CH3:13])[CH:3]=[O:4].[CH2:24]([OH:25])[CH2:23][O:22][CH2:21][CH2:20][O:19][CH2:18][CH2:17][O:16][CH2:15][CH2:14][OH:26]. The catalyst class is: 45.